Dataset: Catalyst prediction with 721,799 reactions and 888 catalyst types from USPTO. Task: Predict which catalyst facilitates the given reaction. (1) Reactant: [Li+].CC([N-]C(C)C)C.[Cl:9][C:10]1[CH:15]=[CH:14][N:13]=[CH:12][CH:11]=1.[CH2:16]([Sn:20](Cl)([CH2:25][CH2:26][CH2:27][CH3:28])[CH2:21][CH2:22][CH2:23][CH3:24])[CH2:17][CH2:18][CH3:19]. Product: [Cl:9][C:10]1[CH:15]=[CH:14][N:13]=[CH:12][C:11]=1[Sn:20]([CH2:21][CH2:22][CH2:23][CH3:24])([CH2:25][CH2:26][CH2:27][CH3:28])[CH2:16][CH2:17][CH2:18][CH3:19]. The catalyst class is: 20. (2) Reactant: [C:1]([O:5][C:6](=[O:37])[CH2:7][O:8][C:9]1[CH:14]=[CH:13][C:12]([NH2:15])=[C:11]([C:16]([N:18]2[CH2:23][CH2:22][CH:21]([N:24]3[CH2:36][CH2:35][CH2:34][C:26]4([C:30](=[O:31])[O:29][C:28]([CH3:33])([CH3:32])[CH2:27]4)[CH2:25]3)[CH2:20][CH2:19]2)=[O:17])[CH:10]=1)([CH3:4])([CH3:3])[CH3:2].[CH2:38]([N:40]=[C:41]=[O:42])[CH3:39].C(OC(C)C)(C)C. Product: [C:1]([O:5][C:6](=[O:37])[CH2:7][O:8][C:9]1[CH:14]=[CH:13][C:12]([NH:15][C:41]([NH:40][CH2:38][CH3:39])=[O:42])=[C:11]([C:16]([N:18]2[CH2:19][CH2:20][CH:21]([N:24]3[CH2:36][CH2:35][CH2:34][C:26]4([C:30](=[O:31])[O:29][C:28]([CH3:32])([CH3:33])[CH2:27]4)[CH2:25]3)[CH2:22][CH2:23]2)=[O:17])[CH:10]=1)([CH3:2])([CH3:3])[CH3:4]. The catalyst class is: 81. (3) Reactant: Br[C:2]1[CH:7]=[CH:6][N:5]=[C:4]([NH:8][CH2:9][CH2:10][CH2:11][CH3:12])[CH:3]=1.[NH:13]1[CH2:17][CH2:16][C@@H:15]([NH:18][C:19](=[O:25])[O:20][C:21]([CH3:24])([CH3:23])[CH3:22])[CH2:14]1.CC1(C)C2C=CC=C(P(C3C=CC=CC=3)C3C=CC=CC=3)C=2OC2C1=CC=CC=2P(C1C=CC=CC=1)C1C=CC=CC=1.C(O[Na])(C)(C)C. Product: [CH2:9]([NH:8][C:4]1[CH:3]=[C:2]([N:13]2[CH2:17][CH2:16][C@@H:15]([NH:18][C:19](=[O:25])[O:20][C:21]([CH3:23])([CH3:22])[CH3:24])[CH2:14]2)[CH:7]=[CH:6][N:5]=1)[CH2:10][CH2:11][CH3:12]. The catalyst class is: 333. (4) Reactant: Cl.[Si]([O:9][C:10]([CH3:34])([CH3:33])[CH2:11][CH2:12][N:13]1[C:17](=[O:18])[CH2:16][C:15]2([CH2:23][CH2:22][C:21]([N:30]([CH3:32])[CH3:31])([C:24]3[CH:29]=[CH:28][CH:27]=[CH:26][CH:25]=3)[CH2:20][CH2:19]2)[CH2:14]1)(C(C)(C)C)(C)C.C(=O)([O-])[O-].[K+].[K+]. Product: [CH3:32][N:30]([CH3:31])[C:21]1([C:24]2[CH:29]=[CH:28][CH:27]=[CH:26][CH:25]=2)[CH2:22][CH2:23][C:15]2([CH2:14][N:13]([CH2:12][CH2:11][C:10]([OH:9])([CH3:34])[CH3:33])[C:17](=[O:18])[CH2:16]2)[CH2:19][CH2:20]1. The catalyst class is: 5. (5) Reactant: [NH:1]1[CH2:6][CH2:5][CH2:4][CH2:3][CH2:2]1.Cl[CH2:8][C:9]1[NH:10][C:11]2[CH:17]=[CH:16][CH:15]=[CH:14][C:12]=2[N:13]=1.CCN(CC)CC.O. Product: [N:1]1([CH2:8][C:9]2[NH:10][C:11]3[CH:17]=[CH:16][CH:15]=[CH:14][C:12]=3[N:13]=2)[CH2:6][CH2:5][CH2:4][CH2:3][CH2:2]1. The catalyst class is: 3. (6) Reactant: C([O:3][C:4]([CH:6]1[CH2:8][CH:7]1[CH2:9][NH:10][CH:11]1[CH2:16][CH2:15][N:14]([C:17]2[S:18][CH:19]=[C:20]([C:22]3[CH:31]=[CH:30][C:29]4[C:28]([CH3:33])([CH3:32])[CH2:27][CH2:26][C:25]([CH3:35])([CH3:34])[C:24]=4[CH:23]=3)[N:21]=2)[CH2:13][CH2:12]1)=O)C.[H-].C([Al+]CC(C)C)C(C)C.O.CC(=O)OCC. Product: [CH3:32][C:28]1([CH3:33])[CH2:27][CH2:26][C:25]([CH3:34])([CH3:35])[C:24]2[CH:23]=[C:22]([C:20]3[N:21]=[C:17]([N:14]4[CH2:15][CH2:16][CH:11]([NH:10][CH2:9][CH:7]5[CH2:8][CH:6]5[CH2:4][OH:3])[CH2:12][CH2:13]4)[S:18][CH:19]=3)[CH:31]=[CH:30][C:29]1=2. The catalyst class is: 1. (7) Reactant: [H-].[Na+].[CH3:3][O:4][C:5]([C:7]1[C:15]2[C:10](=[CH:11][CH:12]=[CH:13][CH:14]=2)[NH:9][CH:8]=1)=[O:6].[CH2:16](I)[CH3:17].O.[CH2:20]1COCC1. Product: [CH2:3]([O:4][C:5]([C:7]1[C:15]2[C:10](=[CH:11][CH:12]=[CH:13][CH:14]=2)[N:9]([CH2:16][CH3:17])[CH:8]=1)=[O:6])[CH3:20]. The catalyst class is: 25.